This data is from Full USPTO retrosynthesis dataset with 1.9M reactions from patents (1976-2016). The task is: Predict the reactants needed to synthesize the given product. (1) Given the product [CH3:1][O:2][C:3]([C:5]1[CH:6]=[N:7][C:8]([N:11]2[CH2:26][CH2:25][C:14]3[NH:15][C:16]4[CH:17]=[CH:18][C:19]([NH2:22])=[CH:20][C:21]=4[C:13]=3[CH2:12]2)=[N:9][CH:10]=1)=[O:4], predict the reactants needed to synthesize it. The reactants are: [CH3:1][O:2][C:3]([C:5]1[CH:6]=[N:7][C:8]([N:11]2[CH2:26][CH2:25][C:14]3[NH:15][C:16]4[CH:17]=[CH:18][C:19]([N+:22]([O-])=O)=[CH:20][C:21]=4[C:13]=3[CH2:12]2)=[N:9][CH:10]=1)=[O:4]. (2) Given the product [CH2:1]([N:8]1[C:13](=[O:14])[CH:12]=[CH:11][C:10]([N:15]2[C:23]3[C:18](=[CH:19][CH:20]=[CH:21][CH:22]=3)[CH2:17][C@H:16]2[C:24]([OH:26])=[O:25])=[N:9]1)[C:2]1[CH:7]=[CH:6][CH:5]=[CH:4][CH:3]=1, predict the reactants needed to synthesize it. The reactants are: [CH2:1]([N:8]1[C:13](=[O:14])[CH:12]=[CH:11][C:10]([N:15]2[C:23]3[C:18](=[CH:19][CH:20]=[CH:21][CH:22]=3)[CH2:17][C@H:16]2[C:24]([O:26]C)=[O:25])=[N:9]1)[C:2]1[CH:7]=[CH:6][CH:5]=[CH:4][CH:3]=1.O.O.[OH-].[Li+].Cl. (3) Given the product [C:1]([O:5][C:6]([N:8]1[C:17]2[C:12](=[CH:13][CH:14]=[C:15]([CH:18]([CH:24]=[O:25])[CH2:19][CH2:20][CH2:21][CH2:22][CH3:23])[CH:16]=2)[C:11]([CH3:26])([CH3:27])[CH2:10][CH2:9]1)=[O:7])([CH3:4])([CH3:3])[CH3:2], predict the reactants needed to synthesize it. The reactants are: [C:1]([O:5][C:6]([N:8]1[C:17]2[C:12](=[CH:13][CH:14]=[C:15]([CH:18]([CH2:24][OH:25])[CH2:19][CH2:20][CH2:21][CH2:22][CH3:23])[CH:16]=2)[C:11]([CH3:27])([CH3:26])[CH2:10][CH2:9]1)=[O:7])([CH3:4])([CH3:3])[CH3:2].[Cr](Cl)([O-])(=O)=O.[NH+]1C=CC=CC=1. (4) Given the product [Cl:25][C:26]1[CH:31]=[CH:30][CH:29]=[CH:28][C:27]=1[C:32]1[CH:36]=[C:35]([CH2:37][N:22]2[CH2:23][CH2:24][CH:19]([CH2:18][NH:17][C:13]3[N:14]=[N:15][CH:16]=[C:11]4[O:10][N:9]=[C:8]([C:2]5[CH:3]=[CH:4][CH:5]=[CH:6][CH:7]=5)[C:12]=34)[CH2:20][CH2:21]2)[O:34][N:33]=1, predict the reactants needed to synthesize it. The reactants are: Cl.[C:2]1([C:8]2[C:12]3=[C:13]([NH:17][CH2:18][CH:19]4[CH2:24][CH2:23][NH:22][CH2:21][CH2:20]4)[N:14]=[N:15][CH:16]=[C:11]3[O:10][N:9]=2)[CH:7]=[CH:6][CH:5]=[CH:4][CH:3]=1.[Cl:25][C:26]1[CH:31]=[CH:30][CH:29]=[CH:28][C:27]=1[C:32]1[CH:36]=[C:35]([CH:37]=O)[O:34][N:33]=1. (5) Given the product [Br:32][C:30]1[CH:29]=[CH:28][C:27]([F:33])=[C:26]([C@@:16]([NH:17][C:18](=[O:24])[O:19][C:20]([CH3:23])([CH3:21])[CH3:22])([CH:4]([S:3][CH2:1][C:2]#[N:41])[CH2:5][CH2:6][CH2:7][O:8][Si:9]([C:10]([CH3:13])([CH3:12])[CH3:11])([CH3:15])[CH3:14])[CH3:25])[CH:31]=1, predict the reactants needed to synthesize it. The reactants are: [C:1](=O)([S:3][C@@H:4]([C:16]([C:26]1[CH:31]=[C:30]([Br:32])[CH:29]=[CH:28][C:27]=1[F:33])([CH3:25])[NH:17][C:18](=[O:24])[O:19][C:20]([CH3:23])([CH3:22])[CH3:21])[CH2:5][CH2:6][CH2:7][O:8][Si:9]([CH3:15])([CH3:14])[C:10]([CH3:13])([CH3:12])[CH3:11])[CH3:2].C[O-].[Na+].BrCC#[N:41]. (6) The reactants are: [Br:1][C:2]1[CH:7]=[CH:6][C:5]([S:8](Cl)(=[O:10])=[O:9])=[CH:4][C:3]=1[F:12].O.NN.[C:16]([O-])(=O)[CH3:17].[Na+].C(I)C. Given the product [Br:1][C:2]1[CH:7]=[CH:6][C:5]([S:8]([CH2:16][CH3:17])(=[O:10])=[O:9])=[CH:4][C:3]=1[F:12], predict the reactants needed to synthesize it. (7) Given the product [NH2:21][C:13]1[N:14]2[CH2:18][CH2:17][CH2:16][N:15]2[C:19](=[O:20])[C:12]=1/[N:11]=[C:24]1/[C:23]([NH2:22])=[CH:28][C:27](=[O:29])[C:26]([O:30][CH3:31])=[CH:25]/1, predict the reactants needed to synthesize it. The reactants are: CS(O)(=O)=O.CS(O)(=O)=O.[NH2:11][C:12]1[C:19](=[O:20])[N:15]2[CH2:16][CH2:17][CH2:18][N:14]2[C:13]=1[NH2:21].[NH2:22][C:23]1[CH:24]=[CH:25][C:26]([O:30][CH3:31])=[C:27]([OH:29])[CH:28]=1.N.OO.